From a dataset of Experimentally validated miRNA-target interactions with 360,000+ pairs, plus equal number of negative samples. Binary Classification. Given a miRNA mature sequence and a target amino acid sequence, predict their likelihood of interaction. Result: 1 (interaction). The protein sequence of the target gene is MGDAADPREMRRTFIVPAIKPFDHYDFSRAKIACNLAWLVAKAFGTENVPEELGDPFYTDQYDQEHIKPPVVNLLLSAELYCRAGSLILKSDAAKPLLGHDAVIQALAQKGLYVTDQEKLVTERDLHKKPIQMSAHLAMIDTLMMAYTVEMISIEKVIACAQQYSAFFQATDLPYDIEDAVMYWMNKVNEHLKDIMEQEQKSKEHHPAEAPGGQKARYRKEQTLLKQLPCIPLVENLLKDGTDGCALAALIHFYCPAVVRLEDICLKETMSLADSLYNLQLIQEFCQEYLNHCCHFSLED.... The miRNA is mmu-miR-466a-3p with sequence UAUACAUACACGCACACAUAAGA.